Predict the reaction yield, written as a fraction of the theoretical maximum amount of product (1.0 means a 100% yield; for example, 0.34 means a 34% yield). From a dataset of Reaction yield outcomes from USPTO patents with 853,638 reactions. (1) The reactants are [C:1]([NH2:5])([CH3:4])([CH3:3])[CH3:2].S([O-])([O-])(=O)=O.[Mg+2].[CH:12](=O)[CH:13]([CH3:15])[CH3:14]. The yield is 0.580. The catalyst is CCOCC. The product is [CH3:12][CH:13]([CH3:15])[CH:14]=[N:5][C:1]([CH3:4])([CH3:3])[CH3:2]. (2) The reactants are [N:1]([C:4]12[CH2:13][CH:8]3[CH2:9][CH:10]([CH2:12][CH:6]([CH2:7]3)[CH2:5]1)[CH2:11]2)=[N+:2]=[N-:3].[CH3:14][O:15][C:16]1[CH:21]=[CH:20][C:19]([O:22][CH2:23][C:24]#[CH:25])=[CH:18][C:17]=1[O:26][CH3:27].O=C1O[C@H]([C@H](CO)O)C([O-])=C1O.[Na+]. The catalyst is C(O)(C)(C)C.O.[O-]S([O-])(=O)=O.[Cu+2]. The product is [C:4]12([N:1]3[CH:25]=[C:24]([CH2:23][O:22][C:19]4[CH:20]=[CH:21][C:16]([O:15][CH3:14])=[C:17]([O:26][CH3:27])[CH:18]=4)[N:3]=[N:2]3)[CH2:5][CH:6]3[CH2:12][CH:10]([CH2:9][CH:8]([CH2:7]3)[CH2:13]1)[CH2:11]2. The yield is 0.850. (3) The reactants are [Na].CO[C:4]([C:6]1([CH2:17][NH:18][C:19](=[O:26])[CH2:20][C:21]([O:23][CH2:24]C)=[O:22])[CH2:9][N:8]([C:10]([O:12][C:13]([CH3:16])([CH3:15])[CH3:14])=[O:11])[CH2:7]1)=[O:5]. The catalyst is CO.C1(C)C=CC=CC=1. The product is [CH3:24][O:23][C:21]([CH:20]1[C:4](=[O:5])[C:6]2([CH2:9][N:8]([C:10]([O:12][C:13]([CH3:14])([CH3:15])[CH3:16])=[O:11])[CH2:7]2)[CH2:17][NH:18][C:19]1=[O:26])=[O:22]. The yield is 0.480. (4) The reactants are Cl[C:2]1[CH:3]=[C:4]([NH:11][C:12]2[CH:17]=[CH:16][CH:15]=[C:14]([N:18]3[CH2:22][CH2:21][CH2:20][C@@H:19]3[CH3:23])[N:13]=2)[C:5]2[N:6]([CH:8]=[CH:9][N:10]=2)[N:7]=1.CC1(C)C(C)(C)OB([C:32]2[CH:33]=[C:34]([CH:39]=[CH:40][CH:41]=2)[C:35]([O:37]C)=[O:36])O1.CC(C1C=C(C(C)C)C(C2C=CC=CC=2P(C2CCCCC2)C2CCCCC2)=C(C(C)C)C=1)C.C([O-])([O-])=O.[Na+].[Na+]. The catalyst is O1CCOCC1.O.C1C=CC(/C=C/C(/C=C/C2C=CC=CC=2)=O)=CC=1.C1C=CC(/C=C/C(/C=C/C2C=CC=CC=2)=O)=CC=1.C1C=CC(/C=C/C(/C=C/C2C=CC=CC=2)=O)=CC=1.[Pd].[Pd]. The product is [CH3:23][C@H:19]1[CH2:20][CH2:21][CH2:22][N:18]1[C:14]1[N:13]=[C:12]([NH:11][C:4]2[C:5]3[N:6]([CH:8]=[CH:9][N:10]=3)[N:7]=[C:2]([C:32]3[CH:33]=[C:34]([CH:39]=[CH:40][CH:41]=3)[C:35]([OH:37])=[O:36])[CH:3]=2)[CH:17]=[CH:16][CH:15]=1. The yield is 0.250.